From a dataset of Forward reaction prediction with 1.9M reactions from USPTO patents (1976-2016). Predict the product of the given reaction. (1) The product is: [F:17][C:14]1[CH:15]=[CH:16][C:11]2[C:10](=[O:20])[C:4]([C:5]([O:7][CH2:8][CH3:9])=[O:6])=[CH:3][N:2]3[C@@H:21]([CH3:30])[CH2:24][O:25][C:13]=1[C:12]=23. Given the reactants C[N:2]([CH3:21])[CH:3]=[C:4]([C:10](=[O:20])[C:11]1[CH:16]=[CH:15][C:14]([F:17])=[C:13](F)[C:12]=1F)[C:5]([O:7][CH2:8][CH3:9])=[O:6].N[C@@H](C)[CH2:24][OH:25].[F-].[Ca+2].[F-].[CH:30](Cl)(Cl)Cl, predict the reaction product. (2) Given the reactants [CH2:1]([N:5]([CH3:22])[C:6]([C:8]1[CH:9]=[C:10]([CH:14]=[C:15]([C:17]2[O:18][CH:19]=[CH:20][N:21]=2)[CH:16]=1)[C:11]([OH:13])=O)=[O:7])[CH2:2][CH2:3][CH3:4].C(N(C(C)C)CC)(C)C.CN(C(ON1N=NC2C=CC=NC1=2)=[N+](C)C)C.F[P-](F)(F)(F)(F)F.Cl.Cl.[NH2:58][C@@H:59]([CH2:73][C:74]1[CH:79]=[C:78]([F:80])[CH:77]=[C:76]([F:81])[CH:75]=1)[C@H:60]([OH:72])[CH2:61][NH:62][CH2:63][C:64]1[CH:69]=[CH:68][CH:67]=[C:66]([CH2:70][CH3:71])[CH:65]=1, predict the reaction product. The product is: [CH2:1]([N:5]([CH3:22])[C:6](=[O:7])[C:8]1[CH:16]=[C:15]([C:17]2[O:18][CH:19]=[CH:20][N:21]=2)[CH:14]=[C:10]([C:11]([NH:58][C@@H:59]([CH2:73][C:74]2[CH:75]=[C:76]([F:81])[CH:77]=[C:78]([F:80])[CH:79]=2)[C@H:60]([OH:72])[CH2:61][NH:62][CH2:63][C:64]2[CH:69]=[CH:68][CH:67]=[C:66]([CH2:70][CH3:71])[CH:65]=2)=[O:13])[CH:9]=1)[CH2:2][CH2:3][CH3:4]. (3) Given the reactants [OH-].[Na+].[CH3:3][C:4]1[C:8]([C:9]2[CH:18]=[C:17]3[C:12]([C:13]([NH:31][C:32]4[CH:33]=[C:34]([CH:40]=[CH:41][CH:42]=4)[C:35]([O:37]CC)=[O:36])=[C:14]([C:19]([NH:21][CH2:22][C:23]4[CH:28]=[CH:27][C:26]([O:29][CH3:30])=[CH:25][CH:24]=4)=[O:20])[CH:15]=[N:16]3)=[CH:11][CH:10]=2)=[C:7]([CH3:43])[O:6][N:5]=1.Cl, predict the reaction product. The product is: [CH3:3][C:4]1[C:8]([C:9]2[CH:18]=[C:17]3[C:12]([C:13]([NH:31][C:32]4[CH:33]=[C:34]([CH:40]=[CH:41][CH:42]=4)[C:35]([OH:37])=[O:36])=[C:14]([C:19]([NH:21][CH2:22][C:23]4[CH:24]=[CH:25][C:26]([O:29][CH3:30])=[CH:27][CH:28]=4)=[O:20])[CH:15]=[N:16]3)=[CH:11][CH:10]=2)=[C:7]([CH3:43])[O:6][N:5]=1. (4) Given the reactants [CH3:1][O:2][C:3]1[N:8]=[C:7]([NH2:9])[CH:6]=[CH:5][N:4]=1.Br[C:11]1[C:12](=[O:19])[N:13]([CH3:18])[CH:14]=[C:15]([Br:17])[CH:16]=1.C(=O)([O-])[O-].[Cs+].[Cs+].CC1(C)C2C(=C(P(C3C=CC=CC=3)C3C=CC=CC=3)C=CC=2)OC2C(P(C3C=CC=CC=3)C3C=CC=CC=3)=CC=CC1=2, predict the reaction product. The product is: [Br:17][C:15]1[CH:16]=[C:11]([NH:9][C:7]2[CH:6]=[CH:5][N:4]=[C:3]([O:2][CH3:1])[N:8]=2)[C:12](=[O:19])[N:13]([CH3:18])[CH:14]=1. (5) Given the reactants C[O:2][C:3]1[CH:8]=[C:7]([CH:9]=[O:10])[C:6]([O:11]C)=[CH:5][C:4]=1[CH:13]=[O:14].B(Br)(Br)Br.C(=O)([O-])[O-].[Na+].[Na+], predict the reaction product. The product is: [OH:2][C:3]1[CH:8]=[C:7]([CH:9]=[O:10])[C:6]([OH:11])=[CH:5][C:4]=1[CH:13]=[O:14]. (6) Given the reactants [CH3:1][O:2][C:3](=[O:15])[CH:4]=[CH:5][C:6]1[CH:14]=[C:13]2[C:9]([CH:10]=[CH:11][NH:12]2)=[CH:8][CH:7]=1.[CH3:16][O:17][C:18]1[CH:23]=[CH:22][CH:21]=[CH:20][C:19]=1B(O)O, predict the reaction product. The product is: [CH3:1][O:2][C:3](=[O:15])[CH2:4][CH:5]([C:6]1[CH:14]=[C:13]2[C:9]([CH:10]=[CH:11][NH:12]2)=[CH:8][CH:7]=1)[C:19]1[CH:20]=[CH:21][CH:22]=[CH:23][C:18]=1[O:17][CH3:16]. (7) Given the reactants C1(C)C=CC=CC=1.[H-].C([Al+]CC(C)C)C(C)C.[O:18]1[CH2:23][CH2:22][C:21]([C:28](OC)=[O:29])([C:24]([O:26][CH3:27])=[O:25])[CH2:20][CH2:19]1, predict the reaction product. The product is: [CH:28]([C:21]1([C:24]([O:26][CH3:27])=[O:25])[CH2:22][CH2:23][O:18][CH2:19][CH2:20]1)=[O:29].